Dataset: Peptide-MHC class II binding affinity with 134,281 pairs from IEDB. Task: Regression. Given a peptide amino acid sequence and an MHC pseudo amino acid sequence, predict their binding affinity value. This is MHC class II binding data. The binding affinity (normalized) is 0.297. The peptide sequence is IRIQRGPGRAFVTIGK. The MHC is DRB1_0103 with pseudo-sequence DRB1_0103.